This data is from Reaction yield outcomes from USPTO patents with 853,638 reactions. The task is: Predict the reaction yield, written as a fraction of the theoretical maximum amount of product (1.0 means a 100% yield; for example, 0.34 means a 34% yield). (1) The reactants are COC1C=C(OC)C=CC=1C[N:6]([C:32]1[CH:37]=[CH:36][N:35]=[CH:34][N:33]=1)[S:7]([C:10]1[CH:15]=[C:14]([F:16])[C:13]([O:17][C@H:18]2[CH2:24][CH2:23][CH2:22][CH2:21][CH2:20][C@@H:19]2[C:25]2[N:29]([CH3:30])[N:28]=[CH:27][CH:26]=2)=[CH:12][C:11]=1[F:31])(=[O:9])=[O:8].C([SiH](CC)CC)C.FC(F)(F)C(O)=O. The catalyst is ClCCl. The product is [F:31][C:11]1[CH:12]=[C:13]([O:17][C@H:18]2[CH2:24][CH2:23][CH2:22][CH2:21][CH2:20][C@@H:19]2[C:25]2[N:29]([CH3:30])[N:28]=[CH:27][CH:26]=2)[C:14]([F:16])=[CH:15][C:10]=1[S:7]([NH:6][C:32]1[CH:37]=[CH:36][N:35]=[CH:34][N:33]=1)(=[O:8])=[O:9]. The yield is 0.850. (2) The reactants are [CH:1]([N:4]1[C:8](=O)[C:7]([NH:10][CH2:11][CH2:12][CH2:13][CH2:14][C:15]2[CH:20]=[CH:19][CH:18]=[CH:17][CH:16]=2)=[C:6]([C:21]2[CH:26]=[CH:25][CH:24]=[CH:23][CH:22]=2)[S:5]1(=[O:28])=[O:27])([CH3:3])[CH3:2].COC1C=CC(P2(=S)SP(=S)(C3C=CC(OC)=CC=3)[S:38]2)=CC=1. The catalyst is C1(C)C=CC=CC=1. The product is [CH:1]([N:4]1[C:8](=[S:38])[C:7]([NH:10][CH2:11][CH2:12][CH2:13][CH2:14][C:15]2[CH:20]=[CH:19][CH:18]=[CH:17][CH:16]=2)=[C:6]([C:21]2[CH:26]=[CH:25][CH:24]=[CH:23][CH:22]=2)[S:5]1(=[O:28])=[O:27])([CH3:3])[CH3:2]. The yield is 0.670. (3) The reactants are [Cl:1][C:2]1[N:3]=[C:4]([C:15]2[CH:16]=[N:17][CH:18]=[CH:19][CH:20]=2)[S:5][C:6]=1[N:7](C)[C:8](=O)C(F)(F)F.C(=O)([O-])[O-].[K+].[K+]. No catalyst specified. The product is [Cl:1][C:2]1[N:3]=[C:4]([C:15]2[CH:16]=[N:17][CH:18]=[CH:19][CH:20]=2)[S:5][C:6]=1[NH:7][CH3:8]. The yield is 0.820.